Dataset: Full USPTO retrosynthesis dataset with 1.9M reactions from patents (1976-2016). Task: Predict the reactants needed to synthesize the given product. (1) Given the product [OH:12][CH2:11][CH2:10][CH2:9][S:8][C:4]1[CH:5]=[CH:6][C:7]([C:16]2[CH:17]=[CH:18][CH:19]=[CH:20][C:15]=2[C:13]#[N:14])=[CH:2][CH:3]=1, predict the reactants needed to synthesize it. The reactants are: Br[C:2]1[CH:3]=[C:4]([S:8][CH2:9][CH2:10][CH2:11][OH:12])[CH:5]=[CH:6][CH:7]=1.[C:13]([C:15]1[CH:20]=[CH:19][C:18](B(O)O)=[CH:17][CH:16]=1)#[N:14].C(=O)([O-])[O-].[Na+].[Na+].O. (2) Given the product [F:22][C:23]([F:36])([F:35])[S:24]([O:8][C:7]1[N:3]([CH2:1][CH3:2])[N:4]=[C:5]([C:9]([F:10])([F:12])[F:11])[CH:6]=1)(=[O:26])=[O:25], predict the reactants needed to synthesize it. The reactants are: [CH2:1]([N:3]1[C:7]([OH:8])=[CH:6][C:5]([C:9]([F:12])([F:11])[F:10])=[N:4]1)[CH3:2].CCN(C(C)C)C(C)C.[F:22][C:23]([F:36])([F:35])[S:24](O[S:24]([C:23]([F:36])([F:35])[F:22])(=[O:26])=[O:25])(=[O:26])=[O:25].[Cl-].[NH4+]. (3) Given the product [CH3:1][O:2][C:3](=[O:25])[CH:4]([O:6][C:7]1[CH:12]=[CH:11][C:10]([NH:13][C:14](=[O:24])[CH2:15][OH:16])=[CH:9][CH:8]=1)[CH3:5], predict the reactants needed to synthesize it. The reactants are: [CH3:1][O:2][C:3](=[O:25])[CH:4]([O:6][C:7]1[CH:12]=[CH:11][C:10]([NH:13][C:14](=[O:24])[CH2:15][O:16]CC2C=CC=CC=2)=[CH:9][CH:8]=1)[CH3:5]. (4) Given the product [C:1]([O:5][C:6](=[O:39])[CH2:7][N:8]1[CH2:16][CH2:15][N:14]([CH2:17][CH:18]([OH:30])[CH2:19][CH2:20][C:21]2[CH:22]=[CH:23][C:24]([N+:27]([O-:29])=[O:28])=[CH:25][CH:26]=2)[CH2:13][CH2:12][N:11]([CH2:31][C:32]([O:34][C:35]([CH3:38])([CH3:37])[CH3:36])=[O:33])[CH2:10][CH2:9]1)([CH3:4])([CH3:3])[CH3:2], predict the reactants needed to synthesize it. The reactants are: [C:1]([O:5][C:6](=[O:39])[CH2:7][N:8]1[CH2:16][CH2:15][N:14]([CH2:17][C:18](=[O:30])[CH2:19][CH2:20][C:21]2[CH:26]=[CH:25][C:24]([N+:27]([O-:29])=[O:28])=[CH:23][CH:22]=2)[CH2:13][CH2:12][N:11]([CH2:31][C:32]([O:34][C:35]([CH3:38])([CH3:37])[CH3:36])=[O:33])[CH2:10][CH2:9]1)([CH3:4])([CH3:3])[CH3:2].[BH4-].[Na+].